This data is from Catalyst prediction with 721,799 reactions and 888 catalyst types from USPTO. The task is: Predict which catalyst facilitates the given reaction. (1) Reactant: [CH:1]1([C:4]2[NH:8][N:7]=[C:6]([NH:9][C:10]3[C:11]([F:28])=[C:12]([NH:18][C@H:19]([C:21]4[CH:26]=[CH:25][C:24]([F:27])=[CH:23][CH:22]=4)[CH3:20])[C:13]([F:17])=[CH:14][C:15]=3[NH2:16])[CH:5]=2)[CH2:3][CH2:2]1.[C:29](O)(=O)C.C(N)=N.C(=O)(O)[O-].[Na+].CCOC(C)=O. Product: [CH:1]1([C:4]2[NH:8][N:7]=[C:6]([N:9]3[C:10]4[C:11]([F:28])=[C:12]([NH:18][C@H:19]([C:21]5[CH:22]=[CH:23][C:24]([F:27])=[CH:25][CH:26]=5)[CH3:20])[C:13]([F:17])=[CH:14][C:15]=4[N:16]=[CH:29]3)[CH:5]=2)[CH2:3][CH2:2]1. The catalyst class is: 14. (2) Reactant: P(Cl)(Cl)([Cl:3])=O.[C:6]([C:8]1[C:9]([C:17]2[CH:22]=[CH:21][CH:20]=[C:19]([O:23][CH3:24])[CH:18]=2)=[N:10][C:11]([S:15][CH3:16])=[N:12][C:13]=1O)#[N:7].CN(C)C1C=CC=CC=1.O. Product: [Cl:3][C:13]1[N:12]=[C:11]([S:15][CH3:16])[N:10]=[C:9]([C:17]2[CH:22]=[CH:21][CH:20]=[C:19]([O:23][CH3:24])[CH:18]=2)[C:8]=1[C:6]#[N:7]. The catalyst class is: 12.